Task: Predict the reactants needed to synthesize the given product.. Dataset: Full USPTO retrosynthesis dataset with 1.9M reactions from patents (1976-2016) (1) Given the product [ClH:21].[CH:1]1([N:7]2[CH2:8][CH2:9][CH:10]([CH2:13][CH2:14][C:15]3[CH:20]=[CH:19][CH:18]=[CH:17][CH:16]=3)[CH2:11][CH2:12]2)[CH2:6][CH2:5][CH2:4][CH2:3][CH2:2]1, predict the reactants needed to synthesize it. The reactants are: [CH:1]1([N:7]2[CH2:12][CH2:11][CH:10]([CH2:13][CH2:14][C:15]3[CH:20]=[CH:19][CH:18]=[CH:17][CH:16]=3)[CH2:9][CH2:8]2)[CH2:6][CH2:5][CH2:4][CH2:3][CH2:2]1.[Cl:21]CCl. (2) Given the product [CH3:1][O:2][C:3]1[CH:4]=[C:5]2[C:6]([CH2:9][C:10](=[O:11])[NH:15]2)=[CH:7][CH:8]=1, predict the reactants needed to synthesize it. The reactants are: [CH3:1][O:2][C:3]1[CH:8]=[CH:7][C:6]([CH2:9][C:10](OCC)=[O:11])=[C:5]([N+:15]([O-])=O)[CH:4]=1. (3) Given the product [OH:6][C:7]1[CH:15]=[CH:14][C:10]([C:11]([O:13][CH3:20])=[O:12])=[CH:9][C:8]=1[C:16]([F:17])([F:18])[F:19], predict the reactants needed to synthesize it. The reactants are: OS(O)(=O)=O.[OH:6][C:7]1[CH:15]=[CH:14][C:10]([C:11]([OH:13])=[O:12])=[CH:9][C:8]=1[C:16]([F:19])([F:18])[F:17].[CH3:20]C(=O)OCC. (4) Given the product [CH2:1]([O:8][C:9](=[O:14])[C@@H:10]([CH2:12][OH:13])[NH:11][C:29](=[O:30])[CH2:28][C@H:27]([O:26][C:15](=[O:25])[CH2:16][CH2:17][CH2:18][CH2:19][CH2:20][CH2:21][CH2:22][CH2:23][CH3:24])[CH2:32][CH2:33][CH2:34][CH2:35][CH2:36][CH2:37][CH2:38][CH2:39][CH2:40][CH2:41][CH3:42])[C:2]1[CH:7]=[CH:6][CH:5]=[CH:4][CH:3]=1, predict the reactants needed to synthesize it. The reactants are: [CH2:1]([O:8][C:9](=[O:14])[C@@H:10]([CH2:12][OH:13])[NH2:11])[C:2]1[CH:7]=[CH:6][CH:5]=[CH:4][CH:3]=1.[C:15]([O:26][C@H:27]([CH2:32][CH2:33][CH2:34][CH2:35][CH2:36][CH2:37][CH2:38][CH2:39][CH2:40][CH2:41][CH3:42])[CH2:28][C:29](O)=[O:30])(=[O:25])[CH2:16][CH2:17][CH2:18][CH2:19][CH2:20][CH2:21][CH2:22][CH2:23][CH3:24].C(Cl)CCl.CI. (5) Given the product [N:14]1[CH:13]=[CH:18][C:17](=[O:26])[N:16]2[CH:27]=[CH:28][CH:29]=[CH:30][C:15]=12, predict the reactants needed to synthesize it. The reactants are: BrC1N=CN=C2C=1NC=N2.NC[C:13]1[N:14]=[C:15]2[CH:30]=[CH:29][CH:28]=[C:27](C)[N:16]2[C:17](=[O:26])[C:18]=1C1C=CC=C(F)C=1.CCN(C(C)C)C(C)C. (6) Given the product [CH3:13][CH:14]([CH3:19])[CH2:15][C:16]([N:9]1[CH2:10][CH2:11][O:12][CH:7]([C:1]2[CH:2]=[CH:3][CH:4]=[CH:5][CH:6]=2)[CH2:8]1)=[O:17], predict the reactants needed to synthesize it. The reactants are: [C:1]1([CH:7]2[O:12][CH2:11][CH2:10][NH:9][CH2:8]2)[CH:6]=[CH:5][CH:4]=[CH:3][CH:2]=1.[CH3:13][CH:14]([CH3:19])[CH2:15][C:16](Cl)=[O:17].C(N(CC)CC)C. (7) Given the product [OH:12][CH:6]([CH2:5][CH2:4][CH2:3][CH2:2][CH3:1])[CH2:7][CH2:8][CH2:9][C:10]([O:11][CH2:14][CH3:15])=[O:19], predict the reactants needed to synthesize it. The reactants are: [CH3:1][CH2:2][CH2:3][CH2:4][CH2:5][CH:6]1[O:12][C:10](=[O:11])[CH2:9][CH2:8][CH2:7]1.[O-][CH2:14][CH3:15].[Na+].C(O)(=[O:19])C.